This data is from Forward reaction prediction with 1.9M reactions from USPTO patents (1976-2016). The task is: Predict the product of the given reaction. (1) Given the reactants C([O:3][C:4]([C:6]1[NH:7][C:8]2[C:13]([CH:14]=1)=[C:12]([O:15][C:16]1[CH:21]=[CH:20][C:19]([CH3:22])=[CH:18][CH:17]=1)[CH:11]=[CH:10][CH:9]=2)=[O:5])C.[Li+].[OH-], predict the reaction product. The product is: [C:19]1([CH3:22])[CH:18]=[CH:17][C:16]([O:15][C:12]2[CH:11]=[CH:10][CH:9]=[C:8]3[C:13]=2[CH:14]=[C:6]([C:4]([OH:5])=[O:3])[NH:7]3)=[CH:21][CH:20]=1. (2) Given the reactants [CH:1]1([O:6][C:7]2[CH:18]=[CH:17][C:10]([CH2:11][CH:12]([CH2:15][OH:16])[CH2:13][OH:14])=[CH:9][CH:8]=2)[CH2:5][CH2:4][CH2:3][CH2:2]1.C(O[CH:22](OCC)[CH2:23][CH2:24][CH2:25][NH:26][C:27](=[O:29])[CH3:28])C, predict the reaction product. The product is: [CH:1]1([O:6][C:7]2[CH:18]=[CH:17][C:10]([CH2:11][CH:12]3[CH2:13][O:14][CH:22]([CH2:23][CH2:24][CH2:25][NH:26][C:27](=[O:29])[CH3:28])[O:16][CH2:15]3)=[CH:9][CH:8]=2)[CH2:2][CH2:3][CH2:4][CH2:5]1.